From a dataset of Catalyst prediction with 721,799 reactions and 888 catalyst types from USPTO. Predict which catalyst facilitates the given reaction. (1) Reactant: [CH:1]([Mg]Cl)([CH3:3])[CH3:2].[Cl:6][C:7]1[N:12]=[C:11]([CH:13]=[O:14])[CH:10]=[C:9]([CH2:15][O:16][CH2:17][C:18]([F:21])([F:20])[F:19])[N:8]=1. Product: [Cl:6][C:7]1[N:12]=[C:11]([CH:13]([OH:14])[CH:1]([CH3:3])[CH3:2])[CH:10]=[C:9]([CH2:15][O:16][CH2:17][C:18]([F:21])([F:19])[F:20])[N:8]=1. The catalyst class is: 27. (2) Reactant: [CH3:1][O:2][C:3]1[CH:4]=[C:5]([OH:9])[CH:6]=[CH:7][CH:8]=1.[H-].[Na+].[CH2:12]([O:14][C:15](=[O:18])[CH2:16]Br)[CH3:13]. Product: [CH2:12]([O:14][C:15](=[O:18])[CH2:16][O:9][C:5]1[CH:6]=[CH:7][CH:8]=[C:3]([O:2][CH3:1])[CH:4]=1)[CH3:13]. The catalyst class is: 44.